Task: Predict the product of the given reaction.. Dataset: Forward reaction prediction with 1.9M reactions from USPTO patents (1976-2016) (1) Given the reactants [F:1][C:2]1[CH:15]=[CH:14][C:5]([O:6][C:7]2[CH:13]=[CH:12][C:10]([NH2:11])=[CH:9][CH:8]=2)=[CH:4][CH:3]=1.[CH:16](=O)[CH2:17][CH2:18][CH3:19].[BH-](OC(C)=O)(OC(C)=O)OC(C)=O.[Na+], predict the reaction product. The product is: [CH2:16]([NH:11][C:10]1[CH:12]=[CH:13][C:7]([O:6][C:5]2[CH:14]=[CH:15][C:2]([F:1])=[CH:3][CH:4]=2)=[CH:8][CH:9]=1)[CH2:17][CH2:18][CH3:19]. (2) Given the reactants [O:1]1[C:10]2[C:5](=[CH:6][CH:7]=[CH:8][CH:9]=2)[CH:4]([C:11]([OH:13])=O)[CH2:3][CH2:2]1.[CH3:14][N:15]([CH3:33])[C:16]1[CH:21]=[CH:20][C:19]([CH2:22][NH:23][C:24]2[CH:29]=[CH:28][C:27]([CH:30]([CH3:32])[CH3:31])=[CH:26][CH:25]=2)=[CH:18][CH:17]=1, predict the reaction product. The product is: [CH3:14][N:15]([CH3:33])[C:16]1[CH:17]=[CH:18][C:19]([CH2:22][N:23]([C:24]2[CH:29]=[CH:28][C:27]([CH:30]([CH3:31])[CH3:32])=[CH:26][CH:25]=2)[C:11]([CH:4]2[C:5]3[C:10](=[CH:9][CH:8]=[CH:7][CH:6]=3)[O:1][CH2:2][CH2:3]2)=[O:13])=[CH:20][CH:21]=1. (3) Given the reactants [ClH:1].Cl.[N:3]1[CH:8]=[CH:7][CH:6]=[C:5]([C:9]2[CH2:16][CH:15]3[CH2:17][CH:11]([CH2:12][NH:13][CH2:14]3)[CH:10]=2)[CH:4]=1.[H][H], predict the reaction product. The product is: [ClH:1].[ClH:1].[N:3]1[CH:8]=[CH:7][CH:6]=[C:5]([CH:9]2[CH2:16][CH:15]3[CH2:17][CH:11]([CH2:12][NH:13][CH2:14]3)[CH2:10]2)[CH:4]=1. (4) Given the reactants [H][H].[CH3:3][C:4](=[CH:6][CH2:7][CH2:8][C:9](=[CH:11][CH:12]=[O:13])[CH3:10])[CH3:5], predict the reaction product. The product is: [CH3:5][C:4](=[CH:6][CH2:7][CH2:8]/[C:9](=[CH:11]/[CH2:12][OH:13])/[CH3:10])[CH3:3].[OH:13][CH2:12]/[CH:11]=[C:9](/[CH3:10])\[CH2:8][CH2:7][CH:6]=[C:4]([CH3:5])[CH3:3].